From a dataset of TCR-epitope binding with 47,182 pairs between 192 epitopes and 23,139 TCRs. Binary Classification. Given a T-cell receptor sequence (or CDR3 region) and an epitope sequence, predict whether binding occurs between them. (1) The TCR CDR3 sequence is CASSEEPGVINQPQHF. The epitope is DATYQRTRALVR. Result: 0 (the TCR does not bind to the epitope). (2) The epitope is KLWAQCVQL. The TCR CDR3 sequence is CSVVLAGQAWQFF. Result: 0 (the TCR does not bind to the epitope). (3) The epitope is RQLLFVVEV. The TCR CDR3 sequence is CASSYLAGGLETQYF. Result: 1 (the TCR binds to the epitope). (4) The epitope is VSFIEFVGW. The TCR CDR3 sequence is CASSQGASFDTQYF. Result: 0 (the TCR does not bind to the epitope). (5) The epitope is IPSINVHHY. The TCR CDR3 sequence is CASSFPSGGAPDTQYF. Result: 0 (the TCR does not bind to the epitope).